This data is from Catalyst prediction with 721,799 reactions and 888 catalyst types from USPTO. The task is: Predict which catalyst facilitates the given reaction. (1) Reactant: [Cl:1][C:2]1[CH:3]=[C:4]([C@H:12]([C:22](=[O:30])[NH:23][C:24]2[CH:29]=[N:28][CH:27]=[CH:26][N:25]=2)[CH2:13][CH:14]2[CH2:18][CH2:17][CH:16]([O:19]C=O)[CH2:15]2)[CH:5]=[CH:6][C:7]=1[S:8]([CH3:11])(=[O:10])=[O:9].N. Product: [Cl:1][C:2]1[CH:3]=[C:4]([C@@H:12]([CH2:13][CH:14]2[CH2:18][CH2:17][CH:16]([OH:19])[CH2:15]2)[C:22]([NH:23][C:24]2[CH:29]=[N:28][CH:27]=[CH:26][N:25]=2)=[O:30])[CH:5]=[CH:6][C:7]=1[S:8]([CH3:11])(=[O:10])=[O:9]. The catalyst class is: 5. (2) Reactant: [OH:1][CH2:2][N:3]1[CH2:7][CH:6]([CH2:8][CH2:9][CH3:10])[CH2:5][C:4]1=[O:11].C(N(CC)CC)C.[CH2:19]([N:21]([CH2:25][CH3:26])[C:22](Cl)=[O:23])[CH3:20].O. Product: [CH2:19]([N:21]([CH2:25][CH3:26])[C:22](=[O:23])[O:1][CH2:2][N:3]1[CH2:7][CH:6]([CH2:8][CH2:9][CH3:10])[CH2:5][C:4]1=[O:11])[CH3:20]. The catalyst class is: 4. (3) Reactant: [CH3:1][N:2]([CH:6]1[CH2:19][C:18]2[C:9]([CH3:28])([CH:10]3[CH:15]([CH2:16][CH:17]=2)[CH:14]2[CH2:20][CH2:21][CH:22]4[CH:23]([CH3:27])[N:24]([CH3:26])[CH2:25][C:13]24[CH2:12][CH2:11]3)[CH2:8][CH2:7]1)[C:3](Cl)=[O:4].[CH2:29]([OH:33])[CH2:30][CH2:31][OH:32]. Product: [OH:32][CH2:31][CH2:30][CH2:29][O:33][C:3](=[O:4])[N:2]([CH3:1])[CH:6]1[CH2:19][C:18]2[C:9]([CH3:28])([CH:10]3[CH:15]([CH2:16][CH:17]=2)[CH:14]2[CH2:20][CH2:21][CH:22]4[CH:23]([CH3:27])[N:24]([CH3:26])[CH2:25][C:13]24[CH2:12][CH2:11]3)[CH2:8][CH2:7]1. The catalyst class is: 17. (4) Reactant: [OH:1][C@@H:2]1[CH2:7][CH2:6][CH2:5][CH2:4][C@H:3]1[NH:8][C:9]1[S:10][C:11]2[CH:17]=[C:16]([O:18][C:19]3[CH:24]=[CH:23][N:22]=[C:21]([C:25]([O:27]C(C)(C)C)=[O:26])[CH:20]=3)[CH:15]=[CH:14][C:12]=2[N:13]=1.Cl. Product: [OH:1][C@@H:2]1[CH2:7][CH2:6][CH2:5][CH2:4][C@H:3]1[NH:8][C:9]1[S:10][C:11]2[CH:17]=[C:16]([O:18][C:19]3[CH:24]=[CH:23][N:22]=[C:21]([C:25]([OH:27])=[O:26])[CH:20]=3)[CH:15]=[CH:14][C:12]=2[N:13]=1. The catalyst class is: 10. (5) Product: [N:24]([CH2:12][CH2:11][C:1]1[C:10]2[C:5](=[CH:6][CH:7]=[CH:8][CH:9]=2)[CH:4]=[CH:3][CH:2]=1)=[N+:25]=[N-:26]. The catalyst class is: 3. Reactant: [C:1]1([CH2:11][CH2:12]OS(C2C=CC(C)=CC=2)(=O)=O)[C:10]2[C:5](=[CH:6][CH:7]=[CH:8][CH:9]=2)[CH:4]=[CH:3][CH:2]=1.[N-:24]=[N+:25]=[N-:26].[Na+].